From a dataset of hERG potassium channel inhibition data for cardiac toxicity prediction from Karim et al.. Regression/Classification. Given a drug SMILES string, predict its toxicity properties. Task type varies by dataset: regression for continuous values (e.g., LD50, hERG inhibition percentage) or binary classification for toxic/non-toxic outcomes (e.g., AMES mutagenicity, cardiotoxicity, hepatotoxicity). Dataset: herg_karim. (1) The compound is CCOCCn1c(N2CC[C@H](N(C)C)C2)nc2ccccc21. The result is 1 (blocker). (2) The drug is O[C@]1(c2ccc(F)c(F)c2)CCNC[C@@H]1c1cc(-c2ccc(F)cc2Cl)no1. The result is 1 (blocker). (3) The drug is O=C(NCc1ccc(OC(F)(F)F)cc1)C1c2ccccc2C(=O)N1CCc1cnccn1. The result is 1 (blocker). (4) The molecule is Cc1ncoc1-c1nnc(SCCCN2CC[C@@]3(C[C@@H]3c3ccc(C(F)(F)F)cc3)C2)n1C. The result is 1 (blocker).